From a dataset of Catalyst prediction with 721,799 reactions and 888 catalyst types from USPTO. Predict which catalyst facilitates the given reaction. (1) Reactant: [CH3:1][O:2][C:3]1[CH:4]=[C:5]([CH:9]=[CH:10][C:11]=1[O:12][CH3:13])[C:6]([OH:8])=O.C1N=CN(C(N2C=NC=C2)=O)C=1.Cl.Cl.[CH3:28][N:29]1[CH2:34][CH2:33][C:32]2[N:35]=[C:36]([NH:38][C:39](=[O:51])[C:40]3[CH:45]=[CH:44][CH:43]=[C:42]([CH:46]4[CH2:50][CH2:49][CH2:48][NH:47]4)[CH:41]=3)[S:37][C:31]=2[CH2:30]1.CCN(CC)CC. Product: [CH3:1][O:2][C:3]1[CH:4]=[C:5]([CH:9]=[CH:10][C:11]=1[O:12][CH3:13])[C:6]([N:47]1[CH2:48][CH2:49][CH2:50][CH:46]1[C:42]1[CH:41]=[C:40]([CH:45]=[CH:44][CH:43]=1)[C:39]([NH:38][C:36]1[S:37][C:31]2[CH2:30][N:29]([CH3:28])[CH2:34][CH2:33][C:32]=2[N:35]=1)=[O:51])=[O:8]. The catalyst class is: 3. (2) Reactant: O.C1(P(C2CCCCC2)C2C=CC=CC=2C2C(OC)=CC=C(S([O-])(=O)=O)C=2OC)CCCCC1.[Na+].[F:36][C:37]1[CH:42]=[CH:41][C:40]([C:43]2[CH:44]=[C:45]([C:59]([OH:61])=[O:60])[C:46]3[C:51](I)=[N:50][N:49]([CH:53]4[CH2:58][CH2:57][CH2:56][CH2:55][O:54]4)[C:47]=3[N:48]=2)=[CH:39][C:38]=1[C:62]([O:64][CH3:65])=[O:63].CC1(C)C(C)(C)OB([C:74]2[CH:75]=[C:76]([CH:87]=[CH:88][CH:89]=2)[C:77]([O:79][CH2:80][C:81]2[CH:86]=[CH:85][CH:84]=[CH:83][CH:82]=2)=[O:78])O1.C(=O)([O-])[O-].[K+].[K+].C([O-])(O)=O.[Na+]. Product: [CH2:80]([O:79][C:77]([C:76]1[CH:75]=[C:74]([C:51]2[C:46]3[C:45]([C:59]([OH:61])=[O:60])=[CH:44][C:43]([C:40]4[CH:41]=[CH:42][C:37]([F:36])=[C:38]([C:62]([O:64][CH3:65])=[O:63])[CH:39]=4)=[N:48][C:47]=3[N:49]([CH:53]3[CH2:58][CH2:57][CH2:56][CH2:55][O:54]3)[N:50]=2)[CH:89]=[CH:88][CH:87]=1)=[O:78])[C:81]1[CH:82]=[CH:83][CH:84]=[CH:85][CH:86]=1. The catalyst class is: 151. (3) Product: [NH2:23][C:12]1[N:11]([C:5]2[CH:6]=[CH:7][C:8]([O:9][CH3:10])=[C:3]([O:2][CH3:1])[CH:4]=2)[C:24](=[O:27])[CH:25]=[CH:26][C:13]=1[C:14](=[O:15])[C:16]1[CH:17]=[CH:18][C:19]([F:22])=[CH:20][CH:21]=1. The catalyst class is: 5. Reactant: [CH3:1][O:2][C:3]1[CH:4]=[C:5]([NH:11][C:12](=[NH:23])[CH2:13][C:14]([C:16]2[CH:21]=[CH:20][C:19]([F:22])=[CH:18][CH:17]=2)=[O:15])[CH:6]=[CH:7][C:8]=1[O:9][CH3:10].[C:24](OC)(=[O:27])[C:25]#[CH:26].C(OCC)C.C1CCCCC1. (4) Product: [Cl:1][C:2]1[C:3]([O:12][C:13]2[CH:18]=[C:17]([O:19][CH:20]([CH3:22])[CH3:21])[CH:16]=[CH:15][C:14]=2/[CH:23]=[C:24](\[CH3:28])/[C:25]([NH:41][S:38]([NH:37][CH2:36][C:33]2[CH:32]=[N:31][C:30]([CH3:29])=[CH:35][N:34]=2)(=[O:39])=[O:40])=[O:27])=[N:4][CH:5]=[C:6]([C:8]([F:9])([F:11])[F:10])[CH:7]=1. The catalyst class is: 777. Reactant: [Cl:1][C:2]1[C:3]([O:12][C:13]2[CH:18]=[C:17]([O:19][CH:20]([CH3:22])[CH3:21])[CH:16]=[CH:15][C:14]=2/[CH:23]=[C:24](\[CH3:28])/[C:25]([OH:27])=O)=[N:4][CH:5]=[C:6]([C:8]([F:11])([F:10])[F:9])[CH:7]=1.[CH3:29][C:30]1[N:31]=[CH:32][C:33]([CH2:36][NH:37][S:38]([NH2:41])(=[O:40])=[O:39])=[N:34][CH:35]=1.Cl.C(N=C=NCCCN(C)C)C.CN(C)C=O. (5) Reactant: C([O:8][C:9]1[C:14]([F:15])=[CH:13][C:12](/[CH:16]=[C:17](\[O:23][CH2:24][CH3:25])/[C:18]([O:20][CH2:21][CH3:22])=[O:19])=[CH:11][C:10]=1[F:26])C1C=CC=CC=1.[H][H]. Product: [F:15][C:14]1[CH:13]=[C:12]([CH2:16][CH:17]([O:23][CH2:24][CH3:25])[C:18]([O:20][CH2:21][CH3:22])=[O:19])[CH:11]=[C:10]([F:26])[C:9]=1[OH:8]. The catalyst class is: 29. (6) Reactant: [Br:1][C:2]1[CH:3]=[C:4]2[C:9](=[CH:10][CH:11]=1)[C:8]([CH2:12][N:13]1[C:19](=[O:20])[C@@H:18]([NH:21][C:22](=[O:34])[C@@H:23]([NH:26]C(=O)OC(C)(C)C)[CH2:24][CH3:25])[CH2:17][O:16][C:15]3[CH:35]=[CH:36][CH:37]=[CH:38][C:14]1=3)=[C:7]([O:39][CH3:40])[CH:6]=[CH:5]2.[ClH:41]. Product: [ClH:41].[NH2:26][C@@H:23]([CH2:24][CH3:25])[C:22]([NH:21][C@H:18]1[CH2:17][O:16][C:15]2[CH:35]=[CH:36][CH:37]=[CH:38][C:14]=2[N:13]([CH2:12][C:8]2[C:9]3[C:4](=[CH:3][C:2]([Br:1])=[CH:11][CH:10]=3)[CH:5]=[CH:6][C:7]=2[O:39][CH3:40])[C:19]1=[O:20])=[O:34]. The catalyst class is: 12.